From a dataset of Peptide-MHC class I binding affinity with 185,985 pairs from IEDB/IMGT. Regression. Given a peptide amino acid sequence and an MHC pseudo amino acid sequence, predict their binding affinity value. This is MHC class I binding data. (1) The peptide sequence is EVTPEYIKDL. The MHC is HLA-A02:03 with pseudo-sequence HLA-A02:03. The binding affinity (normalized) is 0.286. (2) The peptide sequence is FPVKPQVPL. The MHC is HLA-A31:01 with pseudo-sequence HLA-A31:01. The binding affinity (normalized) is 0. (3) The peptide sequence is SIPESANL. The MHC is Mamu-A01 with pseudo-sequence Mamu-A01. The binding affinity (normalized) is 0.220. (4) The peptide sequence is KLFGFGAQF. The MHC is HLA-A30:01 with pseudo-sequence HLA-A30:01. The binding affinity (normalized) is 0.0847. (5) The peptide sequence is ILRPLGIEY. The MHC is HLA-B07:02 with pseudo-sequence HLA-B07:02. The binding affinity (normalized) is 0.0847. (6) The peptide sequence is GTGPEASLPY. The MHC is HLA-A29:02 with pseudo-sequence HLA-A29:02. The binding affinity (normalized) is 0.560. (7) The peptide sequence is VLSDINAVF. The MHC is HLA-C05:01 with pseudo-sequence HLA-C05:01. The binding affinity (normalized) is 0.797. (8) The peptide sequence is KSRENSTLI. The MHC is HLA-A02:06 with pseudo-sequence HLA-A02:06. The binding affinity (normalized) is 0.0847. (9) The peptide sequence is ILLLCLIFL. The MHC is HLA-A31:01 with pseudo-sequence HLA-A31:01. The binding affinity (normalized) is 0.325. (10) The peptide sequence is KQLEWKWGI. The MHC is HLA-A69:01 with pseudo-sequence HLA-A69:01. The binding affinity (normalized) is 0.707.